This data is from NCI-60 drug combinations with 297,098 pairs across 59 cell lines. The task is: Regression. Given two drug SMILES strings and cell line genomic features, predict the synergy score measuring deviation from expected non-interaction effect. (1) Drug 1: C1CCC(C1)C(CC#N)N2C=C(C=N2)C3=C4C=CNC4=NC=N3. Drug 2: COC1=CC(=CC(=C1O)OC)C2C3C(COC3=O)C(C4=CC5=C(C=C24)OCO5)OC6C(C(C7C(O6)COC(O7)C8=CC=CS8)O)O. Cell line: IGROV1. Synergy scores: CSS=31.8, Synergy_ZIP=-2.57, Synergy_Bliss=-1.06, Synergy_Loewe=-24.4, Synergy_HSA=1.88. (2) Drug 1: CNC(=O)C1=CC=CC=C1SC2=CC3=C(C=C2)C(=NN3)C=CC4=CC=CC=N4. Drug 2: C(=O)(N)NO. Cell line: SF-539. Synergy scores: CSS=8.70, Synergy_ZIP=-6.69, Synergy_Bliss=-5.22, Synergy_Loewe=-4.60, Synergy_HSA=-2.25. (3) Drug 1: CC1=C(N=C(N=C1N)C(CC(=O)N)NCC(C(=O)N)N)C(=O)NC(C(C2=CN=CN2)OC3C(C(C(C(O3)CO)O)O)OC4C(C(C(C(O4)CO)O)OC(=O)N)O)C(=O)NC(C)C(C(C)C(=O)NC(C(C)O)C(=O)NCCC5=NC(=CS5)C6=NC(=CS6)C(=O)NCCC[S+](C)C)O. Drug 2: N.N.Cl[Pt+2]Cl. Cell line: PC-3. Synergy scores: CSS=31.7, Synergy_ZIP=-11.4, Synergy_Bliss=-5.52, Synergy_Loewe=0.827, Synergy_HSA=1.66. (4) Drug 1: C1=CC(=CC=C1CCCC(=O)O)N(CCCl)CCCl. Drug 2: C1C(C(OC1N2C=C(C(=O)NC2=O)F)CO)O. Cell line: NCIH23. Synergy scores: CSS=60.9, Synergy_ZIP=-7.42, Synergy_Bliss=-6.20, Synergy_Loewe=-2.19, Synergy_HSA=-0.658.